Dataset: Full USPTO retrosynthesis dataset with 1.9M reactions from patents (1976-2016). Task: Predict the reactants needed to synthesize the given product. (1) Given the product [F:28][C:29]1[CH:30]=[C:31]([CH2:32][CH2:33][NH:34][CH2:24][C:22]2[CH:21]=[CH:20][CH:19]=[C:18]([CH2:17][O:16][C:9]3[C:10]4[C:15](=[CH:14][CH:13]=[CH:12][CH:11]=4)[C:6]4=[N:5][N:4]=[C:3]([C:2]([F:1])([F:27])[F:26])[N:7]4[N:8]=3)[N:23]=2)[CH:35]=[CH:36][CH:37]=1, predict the reactants needed to synthesize it. The reactants are: [F:1][C:2]([F:27])([F:26])[C:3]1[N:7]2[N:8]=[C:9]([O:16][CH2:17][C:18]3[N:23]=[C:22]([CH:24]=O)[CH:21]=[CH:20][CH:19]=3)[C:10]3[C:15]([C:6]2=[N:5][N:4]=1)=[CH:14][CH:13]=[CH:12][CH:11]=3.[F:28][C:29]1[CH:30]=[C:31]([CH:35]=[CH:36][CH:37]=1)[CH2:32][CH2:33][NH2:34].C(O[BH-](OC(=O)C)OC(=O)C)(=O)C.[Na+].ClC(Cl)C. (2) Given the product [Br:1][C:2]1[CH:7]=[C:6]([C:8]2[C:9]([C:14]3[CH:15]=[CH:16][CH:17]=[CH:18][CH:19]=3)=[N:10][O:11][C:12]=2[CH2:13][Br:20])[CH:5]=[CH:4][N:3]=1, predict the reactants needed to synthesize it. The reactants are: [Br:1][C:2]1[CH:7]=[C:6]([C:8]2[C:9]([C:14]3[CH:19]=[CH:18][CH:17]=[CH:16][CH:15]=3)=[N:10][O:11][C:12]=2[CH3:13])[CH:5]=[CH:4][N:3]=1.[Br:20]N1C(=O)CCC1=O. (3) Given the product [F:1][C:2]1[CH:9]=[C:8]([C:10]2[N:15]=[CH:14][CH:13]=[CH:12][N:11]=2)[CH:7]=[CH:6][C:3]=1[CH:4]=[CH:24][CH:25]=[O:26], predict the reactants needed to synthesize it. The reactants are: [F:1][C:2]1[CH:9]=[C:8]([C:10]2[N:15]=[CH:14][CH:13]=[CH:12][N:11]=2)[CH:7]=[CH:6][C:3]=1[CH:4]=O.N1(C2C=C[C:24]([CH:25]=[O:26])=CC=2)C=CC=N1. (4) Given the product [NH:1]1[CH:5]=[N:4][C:3]([NH:6][C:14](=[O:15])[O:16][CH2:17][C:18]([Cl:21])([Cl:20])[Cl:19])=[N:2]1, predict the reactants needed to synthesize it. The reactants are: [NH:1]1[CH:5]=[N:4][C:3]([NH2:6])=[N:2]1.N1C=CC=CC=1.Cl[C:14]([O:16][CH2:17][C:18]([Cl:21])([Cl:20])[Cl:19])=[O:15].O. (5) Given the product [C:1]([O:5][C:6](=[O:16])[NH:7][C@H:8]1[CH2:9][CH2:10][C@H:11]([CH:14]=[O:15])[CH2:12][CH2:13]1)([CH3:4])([CH3:2])[CH3:3], predict the reactants needed to synthesize it. The reactants are: [C:1]([O:5][C:6](=[O:16])[NH:7][C@H:8]1[CH2:13][CH2:12][C@H:11]([CH2:14][OH:15])[CH2:10][CH2:9]1)([CH3:4])([CH3:3])[CH3:2].CC(OI1(OC(C)=O)(OC(C)=O)OC(=O)C2C=CC=CC1=2)=O.C(=O)([O-])O.[Na+]. (6) Given the product [CH3:19][O:20][C:21]1[CH:30]=[C:29]2[C:24]([N:25]=[CH:26][C:27](=[O:35])[N:28]2[CH2:31][CH2:32][CH2:33][NH:1][CH:2]2[CH2:6][N:5]([C:7]3[CH:8]=[CH:9][C:10]4[O:15][CH2:14][C:13](=[O:16])[NH:12][C:11]=4[CH:17]=3)[C:4](=[O:18])[CH2:3]2)=[CH:23][CH:22]=1, predict the reactants needed to synthesize it. The reactants are: [NH2:1][CH:2]1[CH2:6][N:5]([C:7]2[CH:8]=[CH:9][C:10]3[O:15][CH2:14][C:13](=[O:16])[NH:12][C:11]=3[CH:17]=2)[C:4](=[O:18])[CH2:3]1.[CH3:19][O:20][C:21]1[CH:30]=[C:29]2[C:24]([N:25]=[CH:26][C:27](=[O:35])[N:28]2[CH2:31][CH2:32][CH:33]=O)=[CH:23][CH:22]=1.S([O-])([O-])(=O)=O.[Na+].[Na+].C(O[BH-](OC(=O)C)OC(=O)C)(=O)C.[Na+].C(=O)([O-])O.[Na+].